Task: Predict the product of the given reaction.. Dataset: Forward reaction prediction with 1.9M reactions from USPTO patents (1976-2016) (1) Given the reactants C([O:4][CH2:5][C@H:6]1[CH2:11][C@@H:10]([O:12]C(=O)C)[CH2:9][CH2:8][C@@:7]1([C@H:17]1[CH2:25][CH2:24][C@@:23]2([CH3:26])[C@@H:19]([CH2:20][C@H:21]([O:28]C(=O)C)[C:22]2=[CH2:27])[C@@H:18]1[CH2:32][NH2:33])[CH3:16])(=[O:3])C.C[O-].[Na+], predict the reaction product. The product is: [NH4+:33].[OH-:3].[NH2:33][CH2:32][C@@H:18]1[C@@H:17]([C@@:7]2([CH3:16])[CH2:8][CH2:9][C@H:10]([OH:12])[CH2:11][C@@H:6]2[CH2:5][OH:4])[CH2:25][CH2:24][C@@:23]2([CH3:26])[C@H:19]1[CH2:20][C@H:21]([OH:28])[C:22]2=[CH2:27]. (2) Given the reactants [CH:1]([C:3]1[CH:13]=[CH:12][C:6]([O:7][CH2:8][C:9]([OH:11])=O)=[CH:5][CH:4]=1)=[O:2].C(C1C=C(C=CC=1)OCC([N:23]1[CH2:28][CH2:27][N:26]([C:29]([O:31][C:32]([CH3:35])([CH3:34])[CH3:33])=[O:30])[CH2:25][CH2:24]1)=O)=O, predict the reaction product. The product is: [CH:1]([C:3]1[CH:4]=[CH:5][C:6]([O:7][CH2:8][C:9]([N:23]2[CH2:24][CH2:25][N:26]([C:29]([O:31][C:32]([CH3:35])([CH3:34])[CH3:33])=[O:30])[CH2:27][CH2:28]2)=[O:11])=[CH:12][CH:13]=1)=[O:2]. (3) Given the reactants [Cl:1][C:2]1[CH:7]=[C:6]([Cl:8])[CH:5]=[CH:4][C:3]=1[C:9]1[C:28](=[O:29])[N:27]([CH3:30])[C:12]2[N:13]([CH3:26])[C:14]3[C:19]([C:11]=2[CH:10]=1)=[CH:18][C:17]([C:20](=[O:25])[CH2:21][C:22](=O)[CH3:23])=[CH:16][CH:15]=3.Cl.[NH2:32]O, predict the reaction product. The product is: [Cl:1][C:2]1[CH:7]=[C:6]([Cl:8])[CH:5]=[CH:4][C:3]=1[C:9]1[C:28](=[O:29])[N:27]([CH3:30])[C:12]2[N:13]([CH3:26])[C:14]3[C:19]([C:11]=2[CH:10]=1)=[CH:18][C:17]([C:20]1[O:25][N:32]=[C:22]([CH3:23])[CH:21]=1)=[CH:16][CH:15]=3.